Dataset: Full USPTO retrosynthesis dataset with 1.9M reactions from patents (1976-2016). Task: Predict the reactants needed to synthesize the given product. Given the product [CH3:2][O:3][C:4](=[O:11])[C@H:5]([CH2:7][CH:8]([CH3:10])[CH3:9])[NH:6][C:19]([O:21][CH2:22][C:23]1[CH:28]=[CH:27][CH:26]=[CH:25][CH:24]=1)=[O:20], predict the reactants needed to synthesize it. The reactants are: Cl.[CH3:2][O:3][C:4](=[O:11])[C@H:5]([CH2:7][CH:8]([CH3:10])[CH3:9])[NH2:6].C(=O)([O-])[O-].[Na+].[Na+].Cl[C:19]([O:21][CH2:22][C:23]1[CH:28]=[CH:27][CH:26]=[CH:25][CH:24]=1)=[O:20].